The task is: Predict the reactants needed to synthesize the given product.. This data is from Full USPTO retrosynthesis dataset with 1.9M reactions from patents (1976-2016). (1) Given the product [CH3:20][O:19][C:13]1[C:14]([N+:16]([O-:18])=[O:17])=[CH:15][C:8]2[CH2:7][CH2:6][NH:5][CH2:11][CH2:10][C:9]=2[CH:12]=1, predict the reactants needed to synthesize it. The reactants are: FC(F)(F)C([N:5]1[CH2:11][CH2:10][C:9]2[CH:12]=[C:13]([O:19][CH3:20])[C:14]([N+:16]([O-:18])=[O:17])=[CH:15][C:8]=2[CH2:7][CH2:6]1)=O.[OH-].[Na+]. (2) Given the product [C:17]([O:21][C:22]([N:24]1[CH2:33][CH2:32][C:31]2[C:26](=[CH:27][C:28]([CH2:34][CH2:35][N:13]3[CH:14]=[CH:15][C:10]([O:9][CH2:8][C:5]4[CH:4]=[CH:3][C:2]([Br:1])=[CH:7][N:6]=4)=[CH:11][C:12]3=[O:16])=[CH:29][CH:30]=2)[CH2:25]1)=[O:23])([CH3:20])([CH3:19])[CH3:18], predict the reactants needed to synthesize it. The reactants are: [Br:1][C:2]1[CH:3]=[CH:4][C:5]([CH2:8][O:9][C:10]2[CH:15]=[CH:14][NH:13][C:12](=[O:16])[CH:11]=2)=[N:6][CH:7]=1.[C:17]([O:21][C:22]([N:24]1[CH2:33][CH2:32][C:31]2[C:26](=[CH:27][C:28]([CH2:34][CH2:35]OS(C3C=CC(C)=CC=3)(=O)=O)=[CH:29][CH:30]=2)[CH2:25]1)=[O:23])([CH3:20])([CH3:19])[CH3:18]. (3) Given the product [C:33]([NH:2][C@H:3]1[CH2:7][CH2:6][N:5]([C:8]2[CH:13]=[CH:12][C:11]([N:14]3[CH2:18][C@H:17]([CH2:19][O:20][C:21]4[CH:25]=[CH:24][O:23][N:22]=4)[O:16][C:15]3=[O:26])=[CH:10][C:9]=2[F:27])[CH2:4]1)(=[O:35])[CH3:34], predict the reactants needed to synthesize it. The reactants are: Cl.[NH2:2][C@H:3]1[CH2:7][CH2:6][N:5]([C:8]2[CH:13]=[CH:12][C:11]([N:14]3[CH2:18][C@H:17]([CH2:19][O:20][C:21]4[CH:25]=[CH:24][O:23][N:22]=4)[O:16][C:15]3=[O:26])=[CH:10][C:9]=2[F:27])[CH2:4]1.C(=O)(O)[O-].[Na+].[C:33](OC(=O)C)(=[O:35])[CH3:34]. (4) Given the product [F:1][C:2]1[CH:3]=[C:4]2[CH:5]=[C:6]([CH:7]=1)[C:8]1[N:12]([CH3:13])[N:11]=[CH:10][C:9]=1[NH:14][C:15](=[O:20])[C@H:16]([CH3:19])[CH:17]=[CH:18][CH2:22][C@@H:21]2[NH:25][C:26](=[O:32])[O:27][C:28]([CH3:31])([CH3:30])[CH3:29], predict the reactants needed to synthesize it. The reactants are: [F:1][C:2]1[CH:3]=[C:4]([C@@H:21]([NH:25][C:26](=[O:32])[O:27][C:28]([CH3:31])([CH3:30])[CH3:29])[CH2:22]C=C)[CH:5]=[C:6]([C:8]2[N:12]([CH3:13])[N:11]=[CH:10][C:9]=2[NH:14][C:15](=[O:20])[C@H:16]([CH3:19])[CH:17]=[CH2:18])[CH:7]=1. (5) Given the product [Cl:48][C:49]1[CH:50]=[C:51]([CH3:57])[C:52]2[N:56]=[C:46]([C:30]3[CH:31]=[N:32][C:33]([O:35][CH2:36][CH2:37][CH2:38][CH:39]4[CH2:44][CH2:43][N:42]([CH3:45])[CH2:41][CH2:40]4)=[CH:34][C:29]=3[CH3:28])[NH:55][C:53]=2[CH:54]=1, predict the reactants needed to synthesize it. The reactants are: CC1C2N=C(C3C=NC(OCCCC4CCN(C)CC4)=CC=3)NC=2C=CC=1.[CH3:28][C:29]1[CH:34]=[C:33]([O:35][CH2:36][CH2:37][CH2:38][CH:39]2[CH2:44][CH2:43][N:42]([CH3:45])[CH2:41][CH2:40]2)[N:32]=[CH:31][C:30]=1[CH:46]=O.[Cl:48][C:49]1[CH:54]=[C:53]([NH2:55])[C:52]([NH2:56])=[C:51]([CH3:57])[CH:50]=1. (6) Given the product [Cl:1][C:2]1[CH:3]=[CH:4][C:5]([CH:8]([C:19]2[C:27]3[C:22](=[C:23]([CH2:29][S:30][CH3:31])[C:24]([F:28])=[CH:25][CH:26]=3)[NH:21][CH:20]=2)[CH2:9][C:10]([O:11][CH2:12][CH3:16])=[O:18])=[CH:6][CH:7]=1, predict the reactants needed to synthesize it. The reactants are: [Cl:1][C:2]1[CH:7]=[CH:6][C:5]([CH:8]([C:19]2[C:27]3[C:22](=[C:23]([CH2:29][S:30][CH3:31])[C:24]([F:28])=[CH:25][CH:26]=3)[NH:21][CH:20]=2)[CH:9]2C(=O)O[C:12](C)([CH3:16])[O:11][C:10]2=[O:18])=[CH:4][CH:3]=1. (7) Given the product [C:1]([CH:3]([CH:11]([C:30]1[C:31]2[C:26](=[CH:25][CH:24]=[CH:23][CH:22]=2)[CH:27]=[CH:28][CH:29]=1)[C:12]1[C:21]2[C:16](=[CH:17][CH:18]=[CH:19][CH:20]=2)[CH:15]=[CH:14][CH:13]=1)[C:4]([O:6][C:7]([CH3:8])([CH3:10])[CH3:9])=[O:5])#[N:2], predict the reactants needed to synthesize it. The reactants are: [C:1](/[C:3](=[CH:11]\[C:12]1[C:21]2[C:16](=[CH:17][CH:18]=[CH:19][CH:20]=2)[CH:15]=[CH:14][CH:13]=1)/[C:4]([O:6][C:7]([CH3:10])([CH3:9])[CH3:8])=[O:5])#[N:2].[C:22]1([Mg]Br)[C:31]2[C:26](=[CH:27][CH:28]=[CH:29][CH:30]=2)[CH:25]=[CH:24][CH:23]=1.